This data is from Retrosynthesis with 50K atom-mapped reactions and 10 reaction types from USPTO. The task is: Predict the reactants needed to synthesize the given product. (1) Given the product CS(=O)(=O)CCN1C2CCC1CC(Oc1ccc(N)cc1)C2, predict the reactants needed to synthesize it. The reactants are: CS(=O)(=O)CCN1C2CCC1CC(Oc1ccc([N+](=O)[O-])cc1)C2. (2) Given the product CC(C)(C)OC(=O)N1CCN[C@H](CO)C1, predict the reactants needed to synthesize it. The reactants are: COC(=O)[C@@H]1CN(C(=O)OC(C)(C)C)CCN1. (3) Given the product CC1(C)OCCC(=NO)c2ccccc2NC1=O, predict the reactants needed to synthesize it. The reactants are: CC1(C)OCCC(=O)c2ccccc2NC1=O.NO. (4) Given the product CN(C)C[C@@H]1CCc2onc(-c3ccccc3)c2[C@H]1O, predict the reactants needed to synthesize it. The reactants are: CN(C)CC1CCc2onc(-c3ccccc3)c2C1=O. (5) Given the product COc1ccc2c(c1)CCNCC2, predict the reactants needed to synthesize it. The reactants are: COc1ccc2c(c1)CC(=O)NCC2. (6) Given the product CC(C)(C)OC(=O)N1CCC(Nc2ccccc2Cl)CC1, predict the reactants needed to synthesize it. The reactants are: CC(C)(C)OC(=O)N1CCC(=O)CC1.Nc1ccccc1Cl. (7) Given the product COc1ccc(CCNC(=O)C(C)c2ccc(F)cc2)cc1, predict the reactants needed to synthesize it. The reactants are: CC(C(=O)O)c1ccc(F)cc1.COc1ccc(CCN)cc1.